From a dataset of Peptide-MHC class I binding affinity with 185,985 pairs from IEDB/IMGT. Regression. Given a peptide amino acid sequence and an MHC pseudo amino acid sequence, predict their binding affinity value. This is MHC class I binding data. (1) The peptide sequence is RFKTKALAV. The MHC is HLA-B08:01 with pseudo-sequence HLA-B08:01. The binding affinity (normalized) is 0.677. (2) The binding affinity (normalized) is 0.0847. The MHC is HLA-B39:01 with pseudo-sequence HLA-B39:01. The peptide sequence is DTVLFNAGL. (3) The peptide sequence is GPRRAAWRI. The MHC is HLA-B07:02 with pseudo-sequence HLA-B07:02. The binding affinity (normalized) is 0.619. (4) The peptide sequence is SYVPSAEQI. The MHC is H-2-Kd with pseudo-sequence H-2-Kd. The binding affinity (normalized) is 0.877. (5) The peptide sequence is ETMYLTMKA. The MHC is HLA-A02:01 with pseudo-sequence HLA-A02:01. The binding affinity (normalized) is 0.0890.